This data is from hERG Central: cardiac toxicity at 1µM, 10µM, and general inhibition. The task is: Predict hERG channel inhibition at various concentrations. (1) The drug is CC(=O)Nc1ccc(S(=O)(=O)N2CCCC(C(=O)N3CCN(c4ccccc4)CC3)C2)cc1. Results: hERG_inhib (hERG inhibition (general)): blocker. (2) The compound is COc1cccc(C(=O)NC2CC3CCCC(C2)N3S(=O)(=O)c2ccccc2)c1. Results: hERG_inhib (hERG inhibition (general)): blocker. (3) The drug is CSCCC(NC(=O)c1ccc([N+](=O)[O-])cc1Cl)C(=O)OC(C)C(=O)NCc1ccco1. Results: hERG_inhib (hERG inhibition (general)): blocker. (4) The molecule is COC(=O)c1ccc2nc(C)cc(Nc3ccc(N(C)C)cc3)c2c1.Cl. Results: hERG_inhib (hERG inhibition (general)): blocker. (5) The molecule is CN1CCN(CC(=O)Nc2ccc(Br)cc2[N+](=O)[O-])CC1. Results: hERG_inhib (hERG inhibition (general)): blocker. (6) The drug is CCN(CC(=O)Nc1ccccc1C(=O)Nc1ccccc1)Cc1nc2ccccc2c(=O)[nH]1. Results: hERG_inhib (hERG inhibition (general)): blocker. (7) The drug is O=C(CSc1nnc(-c2ccco2)n1Cc1ccco1)NCc1ccccc1. Results: hERG_inhib (hERG inhibition (general)): blocker.